The task is: Predict the product of the given reaction.. This data is from Forward reaction prediction with 1.9M reactions from USPTO patents (1976-2016). (1) Given the reactants [Si:1](Cl)([C:4]([CH3:7])([CH3:6])[CH3:5])([CH3:3])[CH3:2].[CH2:9]([O:11][C:12]([C@@:14]1([NH:19][C:20]([N:22]2[CH2:26][C@H:25]([OH:27])[CH2:24][C@H:23]2[C:28](=[O:37])[N:29]([CH2:31][CH2:32][CH2:33][CH2:34][CH:35]=[CH2:36])[CH3:30])=[O:21])[CH2:16][C@@H:15]1[CH:17]=[CH2:18])=[O:13])[CH3:10], predict the reaction product. The product is: [CH2:9]([O:11][C:12]([C@@:14]1([NH:19][C:20]([N:22]2[CH2:26][C@H:25]([O:27][Si:1]([C:4]([CH3:7])([CH3:6])[CH3:5])([CH3:3])[CH3:2])[CH2:24][C@H:23]2[C:28](=[O:37])[N:29]([CH2:31][CH2:32][CH2:33][CH2:34][CH:35]=[CH2:36])[CH3:30])=[O:21])[CH2:16][C@@H:15]1[CH:17]=[CH2:18])=[O:13])[CH3:10]. (2) Given the reactants [Cl:1][C:2]1[CH:3]=[N:4][C:5]2[N:6]([N:8]=[C:9]([C:11]([OH:13])=O)[CH:10]=2)[CH:7]=1.[Cl:14][C:15]1[CH:24]=[C:23]2[C:18]([CH2:19][CH2:20][NH:21][N:22]2[CH3:25])=[CH:17][CH:16]=1, predict the reaction product. The product is: [Cl:14][C:15]1[CH:24]=[C:23]2[C:18]([CH2:19][CH2:20][N:21]([C:11]([C:9]3[CH:10]=[C:5]4[N:4]=[CH:3][C:2]([Cl:1])=[CH:7][N:6]4[N:8]=3)=[O:13])[N:22]2[CH3:25])=[CH:17][CH:16]=1. (3) The product is: [C:18]([OH:21])(=[O:20])[C:3]1[CH:2]=[CH:7][CH:6]=[N:5][CH:4]=1. Given the reactants C(NN)(=O)[C:2]1[CH:7]=[CH:6][N:5]=[CH:4][CH:3]=1.C[Si](N=C=S)(C)C.[C:18]([OH:21])(=[O:20])C, predict the reaction product. (4) The product is: [CH:1]1[C:13]2[CH:12]([CH2:14][O:15][C:16]([N:18]3[CH2:23][C@@H:22]([C:24](=[O:47])[NH:25][CH2:26][C:27]4([CH2:41][CH2:42][CH2:43][CH2:44][O:45][CH3:46])[C:40]5[CH:39]=[CH:38][CH:37]=[CH:36][C:35]=5[O:34][C:33]5[C:28]4=[CH:29][CH:30]=[CH:31][CH:32]=5)[CH2:21][C@@H:20]([NH:48][S:57]([C:54]4[CH:53]=[CH:52][C:51]([C:49]#[N:50])=[CH:56][CH:55]=4)(=[O:59])=[O:58])[CH2:19]3)=[O:17])[C:11]3[C:6](=[CH:7][CH:8]=[CH:9][CH:10]=3)[C:5]=2[CH:4]=[CH:3][CH:2]=1. Given the reactants [CH:1]1[C:13]2[CH:12]([CH2:14][O:15][C:16]([N:18]3[CH2:23][C@@H:22]([C:24](=[O:47])[NH:25][CH2:26][C:27]4([CH2:41][CH2:42][CH2:43][CH2:44][O:45][CH3:46])[C:40]5[CH:39]=[CH:38][CH:37]=[CH:36][C:35]=5[O:34][C:33]5[C:28]4=[CH:29][CH:30]=[CH:31][CH:32]=5)[CH2:21][C@@H:20]([NH2:48])[CH2:19]3)=[O:17])[C:11]3[C:6](=[CH:7][CH:8]=[CH:9][CH:10]=3)[C:5]=2[CH:4]=[CH:3][CH:2]=1.[C:49]([C:51]1[CH:56]=[CH:55][C:54]([S:57](Cl)(=[O:59])=[O:58])=[CH:53][CH:52]=1)#[N:50], predict the reaction product. (5) Given the reactants [CH2:1]([C:3]1[CH:8]=[CH:7][C:6]([O:9]C)=[CH:5][C:4]=1[C:11]1[CH:16]=[CH:15][C:14]([C:17](=[O:20])[CH2:18][CH3:19])=[CH:13][C:12]=1[CH2:21][CH2:22][CH3:23])[CH3:2].Cl.N1C=CC=CC=1, predict the reaction product. The product is: [CH2:1]([C:3]1[CH:8]=[CH:7][C:6]([OH:9])=[CH:5][C:4]=1[C:11]1[CH:16]=[CH:15][C:14]([C:17](=[O:20])[CH2:18][CH3:19])=[CH:13][C:12]=1[CH2:21][CH2:22][CH3:23])[CH3:2]. (6) The product is: [C:25]([C:2]1[CH:7]=[CH:6][C:5]([N:8]2[CH2:13][CH2:12][N:11]([C:14]([O:16][C:17]([CH3:20])([CH3:19])[CH3:18])=[O:15])[CH2:10][CH2:9]2)=[CH:4][CH:3]=1)#[CH:26]. Given the reactants I[C:2]1[CH:7]=[CH:6][C:5]([N:8]2[CH2:13][CH2:12][N:11]([C:14]([O:16][C:17]([CH3:20])([CH3:19])[CH3:18])=[O:15])[CH2:10][CH2:9]2)=[CH:4][CH:3]=1.C[Si]([C:25]#[CH:26])(C)C.CCN(CC)CC, predict the reaction product. (7) Given the reactants [CH3:1][N:2]1[CH:7]=[C:6]([C:8]([OH:10])=O)[C:5]([C:11]([O:13]C)=O)=[C:4]([C:15]2[CH:20]=[CH:19][N:18]=[CH:17][CH:16]=2)[C:3]1=[O:21].[NH2:22][CH2:23][CH2:24][C:25]1[CH:34]=[CH:33][C:32]2[C:27](=[CH:28][CH:29]=[CH:30][CH:31]=2)[N:26]=1.C1CN([P+](ON2N=NC3C=CC=CC2=3)(N2CCCC2)N2CCCC2)CC1.F[P-](F)(F)(F)(F)F.CCN(C(C)C)C(C)C, predict the reaction product. The product is: [CH3:1][N:2]1[C:3](=[O:21])[C:4]([C:15]2[CH:20]=[CH:19][N:18]=[CH:17][CH:16]=2)=[C:5]2[C:11](=[O:13])[N:22]([CH2:23][CH2:24][C:25]3[CH:34]=[CH:33][C:32]4[C:27](=[CH:28][CH:29]=[CH:30][CH:31]=4)[N:26]=3)[C:8](=[O:10])[C:6]2=[CH:7]1. (8) The product is: [CH3:14][N:15]([CH3:16])[C:2]1[CH:3]=[CH:4][C:5]([N+:11]([O-:13])=[O:12])=[C:6]([CH:10]=1)[C:7]([OH:9])=[O:8]. Given the reactants Cl[C:2]1[CH:3]=[CH:4][C:5]([N+:11]([O-:13])=[O:12])=[C:6]([CH:10]=1)[C:7]([OH:9])=[O:8].[CH3:14][NH:15][CH3:16], predict the reaction product. (9) Given the reactants Br[C:2]1[CH:3]=[C:4]2[C:9](=[CH:10][CH:11]=1)[CH2:8][N:7]([C:12]([O:14][C:15]([CH3:18])([CH3:17])[CH3:16])=[O:13])[CH2:6][CH2:5]2.[B:19]1([B:19]2[O:23][C:22]([CH3:25])([CH3:24])[C:21]([CH3:27])([CH3:26])[O:20]2)[O:23][C:22]([CH3:25])([CH3:24])[C:21]([CH3:27])([CH3:26])[O:20]1.C([O-])(=O)C.[K+], predict the reaction product. The product is: [CH3:26][C:21]1([CH3:27])[C:22]([CH3:25])([CH3:24])[O:23][B:19]([C:2]2[CH:3]=[C:4]3[C:9](=[CH:10][CH:11]=2)[CH2:8][N:7]([C:12]([O:14][C:15]([CH3:18])([CH3:17])[CH3:16])=[O:13])[CH2:6][CH2:5]3)[O:20]1. (10) Given the reactants [CH3:1][O:2][C:3](=[O:15])[CH2:4][CH:5]1[C:9]2[CH:10]=[CH:11][C:12]([OH:14])=[CH:13][C:8]=2[O:7][CH2:6]1.Cl[CH2:17][C:18]1[N:19]=[C:20]([C:23]2[CH:28]=[CH:27][CH:26]=[CH:25][CH:24]=2)[S:21][CH:22]=1.C(=O)([O-])[O-].[K+].[K+].Cl, predict the reaction product. The product is: [C:23]1([C:20]2[S:21][CH:22]=[C:18]([CH2:17][O:14][C:12]3[CH:11]=[CH:10][C:9]4[CH:5]([CH2:4][C:3]([O:2][CH3:1])=[O:15])[CH2:6][O:7][C:8]=4[CH:13]=3)[N:19]=2)[CH:24]=[CH:25][CH:26]=[CH:27][CH:28]=1.